From a dataset of Reaction yield outcomes from USPTO patents with 853,638 reactions. Predict the reaction yield, written as a fraction of the theoretical maximum amount of product (1.0 means a 100% yield; for example, 0.34 means a 34% yield). The reactants are [NH2:1][C:2]1[C:10]([Br:11])=[CH:9][CH:8]=[CH:7][C:3]=1[C:4](O)=[O:5].Cl.CN.[CH3:15][N:16](C(ON1N=NC2C=CC=NC1=2)=[N+](C)C)C.F[P-](F)(F)(F)(F)F.CCN(CC)CC. The catalyst is CN(C=O)C.CCOC(C)=O. The product is [NH2:1][C:2]1[C:10]([Br:11])=[CH:9][CH:8]=[CH:7][C:3]=1[C:4]([NH:16][CH3:15])=[O:5]. The yield is 0.500.